Dataset: Catalyst prediction with 721,799 reactions and 888 catalyst types from USPTO. Task: Predict which catalyst facilitates the given reaction. Reactant: [CH:1]1([N:13]2[CH2:30][CH2:29][C:16]3([N:20]([C:21]4[CH:26]=[CH:25][CH:24]=[CH:23][CH:22]=4)[C:19](=O)[CH2:18][C:17]3=[O:28])[CH2:15][CH2:14]2)[C:11]2=[C:12]3[C:7](=[CH:8][CH:9]=[CH:10]2)[CH:6]=[CH:5][CH:4]=[C:3]3[CH2:2]1.[H-].[Al+3].[Li+].[H-].[H-].[H-]. Product: [CH:1]1([N:13]2[CH2:30][CH2:29][C:16]3([N:20]([C:21]4[CH:26]=[CH:25][CH:24]=[CH:23][CH:22]=4)[CH2:19][CH2:18][CH2:17]3)[CH2:15][CH2:14]2)[C:11]2=[C:12]3[C:7](=[CH:8][CH:9]=[CH:10]2)[CH:6]=[CH:5][CH:4]=[C:3]3[CH2:2]1.[CH:1]1([N:13]2[CH2:30][CH2:29][C:16]3([N:20]([C:21]4[CH:22]=[CH:23][CH:24]=[CH:25][CH:26]=4)[CH2:19][CH2:18][CH:17]3[OH:28])[CH2:15][CH2:14]2)[C:11]2=[C:12]3[C:7](=[CH:8][CH:9]=[CH:10]2)[CH:6]=[CH:5][CH:4]=[C:3]3[CH2:2]1. The catalyst class is: 20.